From a dataset of Full USPTO retrosynthesis dataset with 1.9M reactions from patents (1976-2016). Predict the reactants needed to synthesize the given product. (1) Given the product [CH3:38][O:40][C:7]1[CH:8]=[C:3]([N:36]2[CH2:30][CH2:29][N:28]([CH3:35])[CH2:27][CH2:26]2)[C:4]([NH:19][C:20]2[N:25]=[C:24]([C:26]3[C:34]4[C:29](=[CH:30][CH:31]=[CH:32][CH:33]=4)[N:28]([CH3:35])[CH:27]=3)[CH:23]=[CH:22][N:21]=2)=[CH:5][C:6]=1[NH2:16], predict the reactants needed to synthesize it. The reactants are: CO[C:3]1[CH:8]=[C:7](N2CCN(C)CC2)[C:6]([N+:16]([O-])=O)=[CH:5][C:4]=1[NH:19][C:20]1[N:25]=[C:24]([C:26]2[C:34]3[C:29](=[CH:30][CH:31]=[CH:32][CH:33]=3)[N:28]([CH3:35])[CH:27]=2)[CH:23]=[CH:22][N:21]=1.[NH4+:36].[Cl-].[CH2:38]([OH:40])C. (2) Given the product [CH3:1][O:2][C:3]1[CH:11]=[C:10]([O:12][CH3:13])[CH:9]=[CH:8][C:4]=1[C:5]([Cl:16])=[O:6], predict the reactants needed to synthesize it. The reactants are: [CH3:1][O:2][C:3]1[CH:11]=[C:10]([O:12][CH3:13])[CH:9]=[CH:8][C:4]=1[C:5](O)=[O:6].O=S(Cl)[Cl:16]. (3) Given the product [CH3:9][N:7]1[CH2:8][C:2]([CH3:11])([NH:1][CH2:18][C:13]2[CH:14]=[CH:15][CH:16]=[CH:17][N:12]=2)[CH2:3][N:4]([CH3:10])[CH2:5][CH2:6]1, predict the reactants needed to synthesize it. The reactants are: [NH2:1][C:2]1([CH3:11])[CH2:8][N:7]([CH3:9])[CH2:6][CH2:5][N:4]([CH3:10])[CH2:3]1.[N:12]1[CH:17]=[CH:16][CH:15]=[CH:14][C:13]=1[CH:18]=O.B([O-])([O-])[O-].B([O-])([O-])[O-].B([O-])([O-])[O-].B([O-])([O-])[O-].[Na+].[Na+].[Na+].[Na+].[Na+].[Na+].[Na+].[Na+].[Na+].[Na+].[Na+].[Na+].[BH4-].[Na+].Cl. (4) Given the product [OH:3][C@@H:2]([C:4]1[CH:9]=[CH:8][CH:7]=[CH:6][CH:5]=1)[C:1]([NH:14][CH3:13])=[O:11], predict the reactants needed to synthesize it. The reactants are: [C:1]([O:11]C)(=O)[C@H:2]([C:4]1[CH:9]=[CH:8][CH:7]=[CH:6][CH:5]=1)[OH:3].[CH3:13][NH2:14].CO. (5) Given the product [OH:24][CH2:23][CH2:22][N:16]1[C:17]([C:18](=[O:21])[NH:19][CH3:20])=[C:13]([NH:12][C:10]([C:8]2[C:7]([NH:31][C:32]3[CH:33]=[N:34][CH:35]=[N:36][CH:37]=3)=[N:6][CH:5]=[C:4]([CH:1]3[CH2:3][CH2:2]3)[N:9]=2)=[O:11])[CH:14]=[N:15]1, predict the reactants needed to synthesize it. The reactants are: [CH:1]1([C:4]2[N:9]=[C:8]([C:10]([NH:12][C:13]3[CH:14]=[N:15][N:16]([CH2:22][CH2:23][O:24]C4CCCCO4)[C:17]=3[C:18](=[O:21])[NH:19][CH3:20])=[O:11])[C:7]([NH:31][C:32]3[CH:33]=[N:34][CH:35]=[N:36][CH:37]=3)=[N:6][CH:5]=2)[CH2:3][CH2:2]1.C1(C)C=CC(S(O)(=O)=O)=CC=1. (6) Given the product [C:1]([O:5][C:6](=[O:23])[NH:7][C:8]1[CH:13]=[CH:12][C:11]([C:14]2[CH:19]=[C:18]([F:20])[CH:17]=[CH:16][C:15]=2[F:21])=[CH:10][C:9]=1[NH:22][C:27](=[O:26])[CH2:28][C:29](=[O:41])[C:30]1[CH:35]=[CH:34][CH:33]=[C:32]([N:36]2[CH:40]=[CH:39][N:38]=[N:37]2)[CH:31]=1)([CH3:4])([CH3:2])[CH3:3], predict the reactants needed to synthesize it. The reactants are: [C:1]([O:5][C:6](=[O:23])[NH:7][C:8]1[CH:13]=[CH:12][C:11]([C:14]2[CH:19]=[C:18]([F:20])[CH:17]=[CH:16][C:15]=2[F:21])=[CH:10][C:9]=1[NH2:22])([CH3:4])([CH3:3])[CH3:2].C([O:26][C:27](=O)[CH2:28][C:29](=[O:41])[C:30]1[CH:35]=[CH:34][CH:33]=[C:32]([N:36]2[CH:40]=[CH:39][N:38]=[N:37]2)[CH:31]=1)C.